From a dataset of Forward reaction prediction with 1.9M reactions from USPTO patents (1976-2016). Predict the product of the given reaction. (1) The product is: [OH:16][C:15]1[CH:17]=[CH:18][CH:19]=[CH:20][C:14]=1[C:13]([O:22][CH2:23][CH2:24][CH3:25])=[O:21]. Given the reactants C1N=CN(C(N2C=NC=C2)=O)C=1.[C:13]([OH:22])(=[O:21])[C:14]1[C:15](=[CH:17][CH:18]=[CH:19][CH:20]=1)[OH:16].[CH2:23](O)[CH2:24][CH3:25].O, predict the reaction product. (2) Given the reactants [CH3:1][C:2]1[C:3]([C:7]([OH:9])=[O:8])=[CH:4][S:5][CH:6]=1.[CH3:10]O.OS(O)(=O)=O, predict the reaction product. The product is: [CH3:1][C:2]1[C:3]([C:7]([O:9][CH3:10])=[O:8])=[CH:4][S:5][CH:6]=1.